Dataset: Reaction yield outcomes from USPTO patents with 853,638 reactions. Task: Predict the reaction yield, written as a fraction of the theoretical maximum amount of product (1.0 means a 100% yield; for example, 0.34 means a 34% yield). The reactants are [CH3:1][N:2]([CH3:17])[CH2:3][C:4]1[CH:13]=[CH:12][C:11]2[C:6](=[CH:7][CH:8]=[C:9]([N+:14]([O-])=O)[CH:10]=2)[N:5]=1. The catalyst is CCO.[Pd]. The product is [CH3:17][N:2]([CH2:3][C:4]1[CH:13]=[CH:12][C:11]2[C:6](=[CH:7][CH:8]=[C:9]([NH2:14])[CH:10]=2)[N:5]=1)[CH3:1]. The yield is 0.910.